Dataset: Full USPTO retrosynthesis dataset with 1.9M reactions from patents (1976-2016). Task: Predict the reactants needed to synthesize the given product. (1) Given the product [CH2:1]([CH:3]([N:6]1[C:7]2[N:17]=[CH:16][CH:15]=[CH:14][C:8]=2[C:9](=[O:10])[O:11][C:12]1=[O:26])[CH2:4][CH3:5])[CH3:2], predict the reactants needed to synthesize it. The reactants are: [CH2:1]([CH:3]([NH:6][C:7]1[N:17]=[CH:16][CH:15]=[CH:14][C:8]=1[C:9]([O:11][CH2:12]C)=[O:10])[CH2:4][CH3:5])[CH3:2].C(C(CC)CNC1N=CC=CC=1C(OCC)=[O:26])C. (2) Given the product [OH:8][CH:9]1[CH2:18][CH2:17][CH2:16][C:15]2[N:14]=[C:13]([CH:19]3[C:27]4[C:22](=[CH:23][CH:24]=[C:25]([C:28]#[N:29])[CH:26]=4)[NH:21][C:20]3=[O:30])[CH:12]=[CH:11][C:10]1=2, predict the reactants needed to synthesize it. The reactants are: [Si]([O:8][CH:9]1[CH2:18][CH2:17][CH2:16][C:15]2[N:14]=[C:13]([CH:19]3[C:27]4[C:22](=[CH:23][CH:24]=[C:25]([C:28]#[N:29])[CH:26]=4)[NH:21][C:20]3=[O:30])[CH:12]=[CH:11][C:10]1=2)(C(C)(C)C)(C)C.CCCC[N+](CCCC)(CCCC)CCCC.[F-].